From a dataset of Reaction yield outcomes from USPTO patents with 853,638 reactions. Predict the reaction yield, written as a fraction of the theoretical maximum amount of product (1.0 means a 100% yield; for example, 0.34 means a 34% yield). The reactants are C(O)(C(F)(F)F)=O.[Cl:8][C:9]1[CH:10]=[CH:11][C:12]([O:29][CH3:30])=[C:13]([C:15]2[N:16]=[C:17]([CH3:28])[S:18][C:19]=2[NH:20]C(=O)OC(C)(C)C)[CH:14]=1. The catalyst is C(Cl)Cl.O. The product is [Cl:8][C:9]1[CH:10]=[CH:11][C:12]([O:29][CH3:30])=[C:13]([C:15]2[N:16]=[C:17]([CH3:28])[S:18][C:19]=2[NH2:20])[CH:14]=1. The yield is 0.950.